This data is from Reaction yield outcomes from USPTO patents with 853,638 reactions. The task is: Predict the reaction yield, written as a fraction of the theoretical maximum amount of product (1.0 means a 100% yield; for example, 0.34 means a 34% yield). (1) The reactants are FC(F)(F)S(O[C:7]1[CH:12]=[CH:11][CH:10]=[C:9]([C:13]2[CH:18]=[C:17]([C:19]3[C:23]4[CH2:24][C:25]([CH3:30])([CH3:29])[CH2:26][C:27](=[O:28])[C:22]=4[S:21][C:20]=3[N:31]3[CH2:36][CH2:35][O:34][CH2:33][CH2:32]3)[CH:16]=[CH:15][N:14]=2)[CH:8]=1)(=O)=O.[NH2:39][CH:40]1[CH2:44][CH2:43][N:42]([C:45]([O:47][C:48]([CH3:51])([CH3:50])[CH3:49])=[O:46])[CH2:41]1.CC(C)([O-])C.[K+]. The catalyst is O1CCOCC1.CC(O)=O.CC(P(C(C)(C)C)C1C(C2[C-]=CC=CC=2)=CC=CC=1)(C)C.[Pd]. The product is [CH3:29][C:25]1([CH3:30])[CH2:24][C:23]2[C:19]([C:17]3[CH:16]=[CH:15][N:14]=[C:13]([C:9]4[CH:8]=[C:7]([NH:39][CH:40]5[CH2:44][CH2:43][N:42]([C:45]([O:47][C:48]([CH3:51])([CH3:50])[CH3:49])=[O:46])[CH2:41]5)[CH:12]=[CH:11][CH:10]=4)[CH:18]=3)=[C:20]([N:31]3[CH2:36][CH2:35][O:34][CH2:33][CH2:32]3)[S:21][C:22]=2[C:27](=[O:28])[CH2:26]1. The yield is 0.650. (2) The reactants are [CH:1]([C:3]1[N:8]=[N:7][C:6]2[O:9][CH2:10][CH2:11][O:12][C:5]=2[CH:4]=1)=C.I([O-])(=O)(=O)=[O:14].[Na+]. The catalyst is O1CCOCC1.O.[Os](=O)(=O)(=O)=O. The product is [N:7]1[C:6]2[O:9][CH2:10][CH2:11][O:12][C:5]=2[CH:4]=[C:3]([CH:1]=[O:14])[N:8]=1. The yield is 0.640. (3) The reactants are C[O:2][C:3]1[CH:12]=[CH:11][C:10]2[NH:9][C:8](=[O:13])[C:7]3[S:14][CH:15]=[CH:16][C:6]=3[C:5]=2[C:4]=1[C:17]1[CH:22]=[CH:21][CH:20]=[CH:19][C:18]=1CCCC#N.B(Br)(Br)Br. The catalyst is C(Cl)Cl. The product is [OH:2][C:3]1[CH:12]=[CH:11][C:10]2[NH:9][C:8](=[O:13])[C:7]3[S:14][CH:15]=[CH:16][C:6]=3[C:5]=2[C:4]=1[C:17]1[CH:22]=[CH:21][C:20]([CH:7]([CH2:6][CH3:5])[C:8]#[N:9])=[CH:19][CH:18]=1. The yield is 0.0600. (4) The reactants are [NH2:1]/[C:2](=[N:8]\[OH:9])/[C:3]([O:5][CH2:6][CH3:7])=[O:4].CN(C(ON1N=NC2C=CC=CC1=2)=[N+](C)C)C.[B-](F)(F)(F)F.[C:32]([O:36][C:37]([N:39]1[CH2:44][CH2:43][CH:42]([C:45](O)=O)[CH2:41][CH2:40]1)=[O:38])([CH3:35])([CH3:34])[CH3:33].CCN(C(C)C)C(C)C.CCCC[N+](CCCC)(CCCC)CCCC.[F-]. The catalyst is C(Cl)Cl.C1COCC1.CCOC(C)=O. The product is [CH2:6]([O:5][C:3]([C:2]1[N:1]=[C:45]([CH:42]2[CH2:43][CH2:44][N:39]([C:37]([O:36][C:32]([CH3:33])([CH3:35])[CH3:34])=[O:38])[CH2:40][CH2:41]2)[O:9][N:8]=1)=[O:4])[CH3:7]. The yield is 0.490. (5) The reactants are Br[C:2]1[CH:7]=[CH:6][N:5]=[C:4]2[N:8]([CH2:11][O:12][CH2:13][CH2:14][Si:15]([CH3:18])([CH3:17])[CH3:16])[CH:9]=[CH:10][C:3]=12.C([Mg]Cl)(C)C.[Cl:24][CH2:25][C:26](N(OC)C)=[O:27]. The catalyst is CCOCC.C1COCC1. The product is [Cl:24][CH2:25][C:26]([C:2]1[CH:7]=[CH:6][N:5]=[C:4]2[N:8]([CH2:11][O:12][CH2:13][CH2:14][Si:15]([CH3:18])([CH3:17])[CH3:16])[CH:9]=[CH:10][C:3]=12)=[O:27]. The yield is 0.350. (6) The reactants are [Cl:1][C:2]1[CH:3]=[CH:4][C:5]([OH:13])=[C:6](/[CH:8]=[C:9](\[CH3:12])/[CH:10]=O)[CH:7]=1.CC1C=CC(S([NH:24][NH2:25])(=O)=O)=CC=1.[OH-].[Na+].[O:28]1[CH2:33][CH2:32][N:31]([S:34]([C:37]2[CH:38]=[C:39]([CH:43]=[CH:44][CH:45]=2)[C:40](Cl)=[O:41])(=[O:36])=[O:35])[CH2:30][CH2:29]1. The catalyst is C(#N)C. The product is [Cl:1][C:2]1[CH:3]=[CH:4][C:5]([OH:13])=[C:6]([C:8]2[C:9]([CH3:12])=[CH:10][N:25]([C:40]([C:39]3[CH:43]=[CH:44][CH:45]=[C:37]([S:34]([N:31]4[CH2:32][CH2:33][O:28][CH2:29][CH2:30]4)(=[O:36])=[O:35])[CH:38]=3)=[O:41])[N:24]=2)[CH:7]=1. The yield is 0.313. (7) The reactants are [NH2:1][C:2]1[CH:7]=[C:6]([O:8][C:9]2[CH:14]=[CH:13][C:12]([NH:15][C:16]([C:18]3([C:21]([NH:23][C:24]4[CH:29]=[CH:28][C:27]([F:30])=[CH:26][CH:25]=4)=[O:22])[CH2:20][CH2:19]3)=[O:17])=[CH:11][C:10]=2[F:31])[CH:5]=[CH:4][N:3]=1.[CH2:32]([N:34]([CH2:37][CH3:38])[CH2:35][CH3:36])C.Cl[C:40](OC1C=CC=CC=1)=[O:41].C(OCC)(=[O:51])C. The catalyst is O1CCCC1.O. The product is [F:31][C:10]1[CH:11]=[C:12]([NH:15][C:16]([C:18]2([C:21]([NH:23][C:24]3[CH:25]=[CH:26][C:27]([F:30])=[CH:28][CH:29]=3)=[O:22])[CH2:20][CH2:19]2)=[O:17])[CH:13]=[CH:14][C:9]=1[O:8][C:6]1[CH:5]=[CH:4][N:3]=[C:2]([NH:1][C:32]([N:34]2[CH2:37][CH2:38][CH:40]([OH:41])[CH2:36][CH2:35]2)=[O:51])[CH:7]=1. The yield is 0.710.